Dataset: Reaction yield outcomes from USPTO patents with 853,638 reactions. Task: Predict the reaction yield, written as a fraction of the theoretical maximum amount of product (1.0 means a 100% yield; for example, 0.34 means a 34% yield). The reactants are [CH3:1][C:2]1[N:7]=[C:6]([NH:8][C:9]2[C:14]([CH3:15])=[CH:13][C:12]([CH3:16])=[CH:11][C:10]=2[CH3:17])[C:5]([S:18]([C:21]2[CH:26]=[CH:25][C:24](OS(C(F)(F)F)(=O)=O)=[CH:23][CH:22]=2)(=[O:20])=[O:19])=[CH:4][N:3]=1.C([Sn](CCCC)(CCCC)[C:40]1[CH:41]=[N:42][CH:43]=[N:44][CH:45]=1)CCC.[Li+].[Cl-].C1C=CC(P(C2C=CC=CC=2)C2C=CC=CC=2)=CC=1.[F-].[K+]. The catalyst is Cl[Pd](Cl)([P](C1C=CC=CC=1)(C1C=CC=CC=1)C1C=CC=CC=1)[P](C1C=CC=CC=1)(C1C=CC=CC=1)C1C=CC=CC=1.CN(C=O)C. The product is [CH3:1][C:2]1[N:7]=[C:6]([NH:8][C:9]2[C:14]([CH3:15])=[CH:13][C:12]([CH3:16])=[CH:11][C:10]=2[CH3:17])[C:5]([S:18]([C:21]2[CH:26]=[CH:25][C:24]([C:40]3[CH:41]=[N:42][CH:43]=[N:44][CH:45]=3)=[CH:23][CH:22]=2)(=[O:20])=[O:19])=[CH:4][N:3]=1. The yield is 0.800.